This data is from Catalyst prediction with 721,799 reactions and 888 catalyst types from USPTO. The task is: Predict which catalyst facilitates the given reaction. (1) Reactant: [CH3:1][C:2]1[N:7]=[C:6]([CH2:8][OH:9])[CH:5]=[CH:4][C:3]=1[N+:10]([O-:12])=[O:11].N1C=CN=C1.[CH3:18][C:19]([Si:22](Cl)([CH3:24])[CH3:23])([CH3:21])[CH3:20]. Product: [Si:22]([O:9][CH2:8][C:6]1[N:7]=[C:2]([CH3:1])[C:3]([N+:10]([O-:12])=[O:11])=[CH:4][CH:5]=1)([C:19]([CH3:21])([CH3:20])[CH3:18])([CH3:24])[CH3:23]. The catalyst class is: 46. (2) Reactant: [C:1]([N:4]1[CH2:9][CH2:8][N:7]([C:10]2[CH:51]=[CH:50][C:13]([O:14][CH2:15][C:16]3[C:20]([C:21]4[CH:22]=[CH:23][CH:24]=[C:25]5[C:29]=4[NH:28][C:27]([C:30]([O:32][CH2:33][CH3:34])=[O:31])=[C:26]5[CH2:35][CH2:36][CH2:37][O:38][C:39]4[CH:44]=[C:43]([CH3:45])[C:42]([Cl:46])=[C:41]([CH3:47])[CH:40]=4)=[C:19]([CH3:48])[N:18]([CH3:49])[N:17]=3)=[CH:12][CH:11]=2)[CH2:6][CH2:5]1)(=[O:3])[CH3:2].[H-].[Na+].Cl.Cl[CH2:56][C:57]1[CH:58]=[N:59][CH:60]=[CH:61][CH:62]=1. Product: [C:1]([N:4]1[CH2:9][CH2:8][N:7]([C:10]2[CH:11]=[CH:12][C:13]([O:14][CH2:15][C:16]3[C:20]([C:21]4[CH:22]=[CH:23][CH:24]=[C:25]5[C:29]=4[N:28]([CH2:56][C:57]4[CH:58]=[N:59][CH:60]=[CH:61][CH:62]=4)[C:27]([C:30]([O:32][CH2:33][CH3:34])=[O:31])=[C:26]5[CH2:35][CH2:36][CH2:37][O:38][C:39]4[CH:40]=[C:41]([CH3:47])[C:42]([Cl:46])=[C:43]([CH3:45])[CH:44]=4)=[C:19]([CH3:48])[N:18]([CH3:49])[N:17]=3)=[CH:50][CH:51]=2)[CH2:6][CH2:5]1)(=[O:3])[CH3:2]. The catalyst class is: 3. (3) Reactant: [NH:1]1[CH2:5][CH2:4][CH2:3][CH2:2]1.C(=O)([O-])[O-].[K+].[K+].[F:12][C:13]([F:41])([F:40])[C:14]1[CH:15]=[C:16]([CH:37]=[CH:38][CH:39]=1)[CH2:17][NH:18][C:19](=[O:36])[C:20]1[CH:25]=[CH:24][N:23]=[C:22]([C:26]2[CH:31]=[C:30](F)[CH:29]=[CH:28][C:27]=2[N+:33]([O-:35])=[O:34])[CH:21]=1. Product: [F:40][C:13]([F:12])([F:41])[C:14]1[CH:15]=[C:16]([CH:37]=[CH:38][CH:39]=1)[CH2:17][NH:18][C:19](=[O:36])[C:20]1[CH:25]=[CH:24][N:23]=[C:22]([C:26]2[CH:31]=[C:30]([N:1]3[CH2:5][CH2:4][CH2:3][CH2:2]3)[CH:29]=[CH:28][C:27]=2[N+:33]([O-:35])=[O:34])[CH:21]=1. The catalyst class is: 35. (4) Reactant: [Li+].CC([N-]C(C)C)C.[C:9]([N:12]1[CH2:17][CH2:16][O:15][CH2:14][CH2:13]1)(=[O:11])[CH3:10].[C:18]1([C:24]2[CH:32]=[CH:31][CH:30]=[C:29]3[C:25]=2[CH2:26][CH2:27][C:28]3=[O:33])[CH:23]=[CH:22][CH:21]=[CH:20][CH:19]=1.Cl.C(Cl)Cl.[C:38]([O-:41])([OH:40])=O.[Na+].[AlH3].N(CC)(C)C. Product: [C:28]([OH:33])(=[O:11])/[CH:29]=[CH:30]\[C:38]([OH:41])=[O:40].[C:18]1([C:24]2[CH:32]=[CH:31][CH:30]=[C:29]3[C:25]=2[CH2:26][CH:27]=[C:28]3[CH2:10][CH2:9][N:12]2[CH2:17][CH2:16][O:15][CH2:14][CH2:13]2)[CH:23]=[CH:22][CH:21]=[CH:20][CH:19]=1. The catalyst class is: 249. (5) Reactant: [C:1]1([C:7]#[C:8][C:9]2[CH:27]=[CH:26][C:12]([C:13]([NH:15][C@@H:16]([CH2:21][N+:22]([CH3:25])([CH3:24])[CH3:23])[CH2:17][C:18]([O-:20])=[O:19])=[O:14])=[CH:11][CH:10]=2)[CH:6]=[CH:5][CH:4]=[CH:3][CH:2]=1. Product: [CH2:8]([C:9]1[CH:27]=[CH:26][C:12]([C:13]([NH:15][C@@H:16]([CH2:21][N+:22]([CH3:23])([CH3:25])[CH3:24])[CH2:17][C:18]([O-:20])=[O:19])=[O:14])=[CH:11][CH:10]=1)[CH2:7][C:1]1[CH:2]=[CH:3][CH:4]=[CH:5][CH:6]=1. The catalyst class is: 43. (6) Reactant: [CH3:1][N:2]1[CH2:15][CH2:14][C:5]2[NH:6][C:7]3[CH:8]=[CH:9][C:10]([CH3:13])=[CH:11][C:12]=3[C:4]=2[CH2:3]1.[OH-].[K+].[CH3:18][C:19]1[C:23]([CH:24]=[CH2:25])=[CH:22][S:21][CH:20]=1. Product: [CH3:1][N:2]1[CH2:15][CH2:14][C:5]2[N:6]([CH2:25][CH2:24][C:23]3[C:19]([CH3:18])=[CH:20][S:21][CH:22]=3)[C:7]3[CH:8]=[CH:9][C:10]([CH3:13])=[CH:11][C:12]=3[C:4]=2[CH2:3]1. The catalyst class is: 179. (7) Reactant: [CH3:1][CH:2]([CH3:40])[CH:3]([C:20]1[CH:25]=[CH:24][C:23]([CH2:26][N:27]2[C:32](=[O:33])[CH2:31][O:30][C:29]([C:34]3[CH:39]=[CH:38][CH:37]=[CH:36][CH:35]=3)=[N:28]2)=[CH:22][CH:21]=1)[C:4]([NH:6][C:7]1[CH:12]=[CH:11][C:10](/[CH:13]=[CH:14]/[C:15]([O:17][CH2:18][CH3:19])=[O:16])=[CH:9][CH:8]=1)=[O:5]. Product: [CH3:40][CH:2]([CH3:1])[CH:3]([C:20]1[CH:25]=[CH:24][C:23]([CH2:26][N:27]2[C:32](=[O:33])[CH2:31][O:30][C:29]([C:34]3[CH:39]=[CH:38][CH:37]=[CH:36][CH:35]=3)=[N:28]2)=[CH:22][CH:21]=1)[C:4]([NH:6][C:7]1[CH:12]=[CH:11][C:10]([CH2:13][CH2:14][C:15]([O:17][CH2:18][CH3:19])=[O:16])=[CH:9][CH:8]=1)=[O:5]. The catalyst class is: 29. (8) Reactant: [CH3:1][C:2]1([CH3:23])[O:6][N:5]=[C:4]([S:7][CH2:8][C:9]2[C:14](=[O:15])[N:13]3[CH2:16][CH2:17][CH2:18][C:12]3=[N:11][C:10]=2[C:19]([F:22])([F:21])[F:20])[CH2:3]1.[OH:24]OS([O-])=O.[K+].S([O-])(O[O-])(=O)=O.[K+].[K+]. Product: [CH3:1][C:2]1([CH3:23])[O:6][N:5]=[C:4]([S:7]([CH2:8][C:9]2[C:14](=[O:15])[N:13]3[CH2:16][CH2:17][CH2:18][C:12]3=[N:11][C:10]=2[C:19]([F:22])([F:20])[F:21])=[O:24])[CH2:3]1. The catalyst class is: 24.